This data is from Full USPTO retrosynthesis dataset with 1.9M reactions from patents (1976-2016). The task is: Predict the reactants needed to synthesize the given product. Given the product [Cl:19][C:14]1[CH:13]=[C:12]([CH:17]=[CH:16][C:15]=1[Cl:18])[O:11][CH:8]1[CH2:7][CH2:6][N:5]([CH2:3][CH:2]([NH2:1])[CH:20]([CH3:21])[CH3:22])[CH2:10][CH2:9]1, predict the reactants needed to synthesize it. The reactants are: [NH2:1][CH:2]([CH:20]([CH3:22])[CH3:21])[C:3]([N:5]1[CH2:10][CH2:9][CH:8]([O:11][C:12]2[CH:17]=[CH:16][C:15]([Cl:18])=[C:14]([Cl:19])[CH:13]=2)[CH2:7][CH2:6]1)=O.